Dataset: NCI-60 drug combinations with 297,098 pairs across 59 cell lines. Task: Regression. Given two drug SMILES strings and cell line genomic features, predict the synergy score measuring deviation from expected non-interaction effect. (1) Drug 1: COC1=CC(=CC(=C1O)OC)C2C3C(COC3=O)C(C4=CC5=C(C=C24)OCO5)OC6C(C(C7C(O6)COC(O7)C8=CC=CS8)O)O. Drug 2: C1=NC2=C(N1)C(=S)N=C(N2)N. Cell line: NCI-H226. Synergy scores: CSS=17.9, Synergy_ZIP=-5.55, Synergy_Bliss=-2.87, Synergy_Loewe=-4.13, Synergy_HSA=-0.912. (2) Drug 1: C1C(C(OC1N2C=NC3=C(N=C(N=C32)Cl)N)CO)O. Drug 2: C(CC(=O)O)C(=O)CN.Cl. Cell line: HT29. Synergy scores: CSS=24.0, Synergy_ZIP=-5.31, Synergy_Bliss=-5.80, Synergy_Loewe=-29.8, Synergy_HSA=-5.62. (3) Drug 1: CCN(CC)CCNC(=O)C1=C(NC(=C1C)C=C2C3=C(C=CC(=C3)F)NC2=O)C. Drug 2: C1=CN(C=N1)CC(O)(P(=O)(O)O)P(=O)(O)O. Cell line: HOP-92. Synergy scores: CSS=-3.54, Synergy_ZIP=3.44, Synergy_Bliss=3.55, Synergy_Loewe=-1.65, Synergy_HSA=-1.65. (4) Drug 1: CS(=O)(=O)C1=CC(=C(C=C1)C(=O)NC2=CC(=C(C=C2)Cl)C3=CC=CC=N3)Cl. Drug 2: C1=CN(C=N1)CC(O)(P(=O)(O)O)P(=O)(O)O. Cell line: MOLT-4. Synergy scores: CSS=10.2, Synergy_ZIP=-1.59, Synergy_Bliss=4.44, Synergy_Loewe=2.77, Synergy_HSA=2.97. (5) Drug 1: C1CCN(CC1)CCOC2=CC=C(C=C2)C(=O)C3=C(SC4=C3C=CC(=C4)O)C5=CC=C(C=C5)O. Drug 2: CS(=O)(=O)C1=CC(=C(C=C1)C(=O)NC2=CC(=C(C=C2)Cl)C3=CC=CC=N3)Cl. Cell line: TK-10. Synergy scores: CSS=3.70, Synergy_ZIP=0.266, Synergy_Bliss=3.80, Synergy_Loewe=1.65, Synergy_HSA=1.84. (6) Drug 2: CC1=C(C(=O)C2=C(C1=O)N3CC4C(C3(C2COC(=O)N)OC)N4)N. Cell line: ACHN. Drug 1: C1CN1C2=NC(=NC(=N2)N3CC3)N4CC4. Synergy scores: CSS=80.3, Synergy_ZIP=0.0203, Synergy_Bliss=0.138, Synergy_Loewe=0.127, Synergy_HSA=3.67. (7) Drug 1: C(=O)(N)NO. Drug 2: C1=NC2=C(N=C(N=C2N1C3C(C(C(O3)CO)O)F)Cl)N. Cell line: COLO 205. Synergy scores: CSS=15.3, Synergy_ZIP=-6.55, Synergy_Bliss=1.37, Synergy_Loewe=-25.8, Synergy_HSA=-0.237. (8) Drug 1: CC1=C2C(C(=O)C3(C(CC4C(C3C(C(C2(C)C)(CC1OC(=O)C(C(C5=CC=CC=C5)NC(=O)OC(C)(C)C)O)O)OC(=O)C6=CC=CC=C6)(CO4)OC(=O)C)OC)C)OC. Drug 2: CC1C(C(CC(O1)OC2CC(CC3=C2C(=C4C(=C3O)C(=O)C5=C(C4=O)C(=CC=C5)OC)O)(C(=O)CO)O)N)O.Cl. Cell line: A549. Synergy scores: CSS=45.9, Synergy_ZIP=-9.21, Synergy_Bliss=-10.9, Synergy_Loewe=-1.65, Synergy_HSA=-0.867. (9) Drug 1: CC1=C2C(C(=O)C3(C(CC4C(C3C(C(C2(C)C)(CC1OC(=O)C(C(C5=CC=CC=C5)NC(=O)OC(C)(C)C)O)O)OC(=O)C6=CC=CC=C6)(CO4)OC(=O)C)OC)C)OC. Drug 2: C1=CN(C(=O)N=C1N)C2C(C(C(O2)CO)O)O.Cl. Cell line: EKVX. Synergy scores: CSS=42.3, Synergy_ZIP=-6.45, Synergy_Bliss=-6.20, Synergy_Loewe=-11.3, Synergy_HSA=-2.81.